This data is from TCR-epitope binding with 47,182 pairs between 192 epitopes and 23,139 TCRs. The task is: Binary Classification. Given a T-cell receptor sequence (or CDR3 region) and an epitope sequence, predict whether binding occurs between them. (1) The epitope is GTITSGWTF. The TCR CDR3 sequence is CASSTPVGTGVYNEQFF. Result: 0 (the TCR does not bind to the epitope). (2) The epitope is HPKVSSEVHI. The TCR CDR3 sequence is CASSFSGANVLTF. Result: 0 (the TCR does not bind to the epitope). (3) The epitope is FLNGSCGSV. The TCR CDR3 sequence is CSASDTYEQYF. Result: 1 (the TCR binds to the epitope). (4) The epitope is LVLSVNPYV. The TCR CDR3 sequence is CASSLGETGYEQYF. Result: 0 (the TCR does not bind to the epitope). (5) The epitope is VSFIEFVGW. The TCR CDR3 sequence is CASSPPGVGEAFF. Result: 0 (the TCR does not bind to the epitope). (6) Result: 0 (the TCR does not bind to the epitope). The TCR CDR3 sequence is CASSLEDTIYGYTF. The epitope is GLCTLVAML. (7) The epitope is TPGPGVRYPL. The TCR CDR3 sequence is CASSQDTEPDTQYF. Result: 0 (the TCR does not bind to the epitope). (8) The TCR CDR3 sequence is CASSERRGGGVTQYF. Result: 0 (the TCR does not bind to the epitope). The epitope is TFYLTNDVSFL.